This data is from Full USPTO retrosynthesis dataset with 1.9M reactions from patents (1976-2016). The task is: Predict the reactants needed to synthesize the given product. (1) The reactants are: [F:1][C:2]([F:22])([F:21])[C:3]1[CH:8]=[CH:7][C:6]([C:9]2[N:14]=[C:13]([C@H:15]([OH:20])[CH2:16][CH2:17][CH2:18][CH3:19])[CH:12]=[CH:11][CH:10]=2)=[CH:5][CH:4]=1.[Cl:23][C:24]1[CH:25]=[C:26]([CH2:33][CH2:34][C:35]([O:37][CH2:38][CH3:39])=[O:36])[CH:27]=[C:28]([O:31][CH3:32])[C:29]=1O.C1CCN(C(N=NC(N2CCCCC2)=O)=O)CC1.P(CCCC)(CCCC)CCCC. Given the product [Cl:23][C:24]1[CH:25]=[C:26]([CH2:33][CH2:34][C:35]([O:37][CH2:38][CH3:39])=[O:36])[CH:27]=[C:28]([O:31][CH3:32])[C:29]=1[O:20][C@H:15]([C:13]1[CH:12]=[CH:11][CH:10]=[C:9]([C:6]2[CH:5]=[CH:4][C:3]([C:2]([F:21])([F:1])[F:22])=[CH:8][CH:7]=2)[N:14]=1)[CH2:16][CH2:17][CH2:18][CH3:19], predict the reactants needed to synthesize it. (2) Given the product [CH3:30][C:31]1[CH:37]=[CH:36][CH:35]=[C:34]([CH3:38])[C:32]=1[NH:33][C:25](=[O:26])[C:24]1[CH:23]=[CH:22][C:21]([NH:20][C:12]2[N:11]=[C:10]([C:6]3[CH:5]=[C:4]4[C:9](=[CH:8][CH:7]=3)[NH:1][CH:2]=[CH:3]4)[C:19]3[C:14](=[CH:15][CH:16]=[CH:17][CH:18]=3)[N:13]=2)=[CH:29][CH:28]=1, predict the reactants needed to synthesize it. The reactants are: [NH:1]1[C:9]2[C:4](=[CH:5][C:6]([C:10]3[C:19]4[C:14](=[CH:15][CH:16]=[CH:17][CH:18]=4)[N:13]=[C:12]([NH:20][C:21]4[CH:29]=[CH:28][C:24]([C:25](O)=[O:26])=[CH:23][CH:22]=4)[N:11]=3)=[CH:7][CH:8]=2)[CH:3]=[CH:2]1.[CH3:30][C:31]1[CH:37]=[CH:36][CH:35]=[C:34]([CH3:38])[C:32]=1[NH2:33].CN(C(ON1N=NC2C=CC=NC1=2)=[N+](C)C)C.F[P-](F)(F)(F)(F)F.CCN(C(C)C)C(C)C.